From a dataset of Forward reaction prediction with 1.9M reactions from USPTO patents (1976-2016). Predict the product of the given reaction. (1) Given the reactants Br[CH2:2][C:3]([C:5]1[CH:10]=[CH:9][C:8]([C:11]2[N:12]=[C:13]3[CH:18]=[CH:17][C:16]([I:19])=[CH:15][N:14]3[CH:20]=2)=[CH:7][CH:6]=1)=[O:4].O.[OH-].[Na+], predict the reaction product. The product is: [NH:12]1[CH:11]=[C:2]([C:3]([C:5]2[CH:10]=[CH:9][C:8]([C:11]3[N:12]=[C:13]4[CH:18]=[CH:17][C:16]([I:19])=[CH:15][N:14]4[CH:20]=3)=[CH:7][CH:6]=2)=[O:4])[N:14]=[CH:13]1. (2) Given the reactants [NH2:1][CH:2]([CH2:7][C:8]1[CH:13]=[CH:12][C:11]([N+:14]([O-:16])=[O:15])=[CH:10][CH:9]=1)[C:3]([O:5][CH3:6])=[O:4].[OH-].[Na+].[CH3:19][C:20]([O:23][C:24](O[C:24]([O:23][C:20]([CH3:22])([CH3:21])[CH3:19])=[O:25])=[O:25])([CH3:22])[CH3:21].O, predict the reaction product. The product is: [C:20]([O:23][C:24]([NH:1][CH:2]([CH2:7][C:8]1[CH:13]=[CH:12][C:11]([N+:14]([O-:16])=[O:15])=[CH:10][CH:9]=1)[C:3]([O:5][CH3:6])=[O:4])=[O:25])([CH3:22])([CH3:21])[CH3:19]. (3) Given the reactants [CH2:1]([O:3][C:4]([C:6]1([CH3:27])[CH2:11][CH2:10][N:9]([C:12]2[CH2:26][C:15]3([CH2:18][N:17](C(OC(C)(C)C)=O)[CH2:16]3)[O:14][N:13]=2)[CH2:8][CH2:7]1)=[O:5])[CH3:2].[Cl:28][C:29]1[C:34]([O:35][CH2:36][CH3:37])=[C:33]([CH:38]=O)[CH:32]=[C:31]([CH:40]2[CH2:42][CH2:41]2)[C:30]=1[C:43]1[CH:48]=[CH:47][C:46]([F:49])=[CH:45][C:44]=1[F:50], predict the reaction product. The product is: [Cl:28][C:29]1[C:34]([O:35][CH2:36][CH3:37])=[C:33]([CH2:38][N:17]2[CH2:16][C:15]3([CH2:26][C:12]([N:9]4[CH2:10][CH2:11][C:6]([CH3:27])([C:4]([O:3][CH2:1][CH3:2])=[O:5])[CH2:7][CH2:8]4)=[N:13][O:14]3)[CH2:18]2)[CH:32]=[C:31]([CH:40]2[CH2:42][CH2:41]2)[C:30]=1[C:43]1[CH:48]=[CH:47][C:46]([F:49])=[CH:45][C:44]=1[F:50]. (4) Given the reactants [C:1]([C:3]1[N:8]=[CH:7][C:6]([S:9]([NH2:12])(=[O:11])=[O:10])=[CH:5][CH:4]=1)#N.[C:13](=O)(O)[O-:14].[Na+].C[OH:19], predict the reaction product. The product is: [NH2:12][S:9]([C:6]1[CH:5]=[CH:4][C:3]([C:1]([O:14][CH3:13])=[O:19])=[N:8][CH:7]=1)(=[O:11])=[O:10].